This data is from Full USPTO retrosynthesis dataset with 1.9M reactions from patents (1976-2016). The task is: Predict the reactants needed to synthesize the given product. Given the product [OH:12][C:8]1[CH:9]=[C:10]2[C:5](=[CH:6][C:7]=1[OH:13])[C:4](=[O:14])[NH:3][C:2]([N:19]1[CH2:20][CH2:21][N:16]([CH3:15])[CH2:17][CH2:18]1)=[CH:11]2, predict the reactants needed to synthesize it. The reactants are: Cl[C:2]1[NH:3][C:4](=[O:14])[C:5]2[C:10]([CH:11]=1)=[CH:9][C:8]([OH:12])=[C:7]([OH:13])[CH:6]=2.[CH3:15][N:16]1[CH2:21][CH2:20][NH:19][CH2:18][CH2:17]1.